This data is from NCI-60 drug combinations with 297,098 pairs across 59 cell lines. The task is: Regression. Given two drug SMILES strings and cell line genomic features, predict the synergy score measuring deviation from expected non-interaction effect. (1) Drug 1: CS(=O)(=O)CCNCC1=CC=C(O1)C2=CC3=C(C=C2)N=CN=C3NC4=CC(=C(C=C4)OCC5=CC(=CC=C5)F)Cl. Drug 2: C1C(C(OC1N2C=NC(=NC2=O)N)CO)O. Cell line: A498. Synergy scores: CSS=7.05, Synergy_ZIP=-1.62, Synergy_Bliss=-3.75, Synergy_Loewe=-3.43, Synergy_HSA=-5.66. (2) Drug 1: C1=CC(=CC=C1CC(C(=O)O)N)N(CCCl)CCCl.Cl. Drug 2: CCCCCOC(=O)NC1=NC(=O)N(C=C1F)C2C(C(C(O2)C)O)O. Cell line: EKVX. Synergy scores: CSS=-3.29, Synergy_ZIP=1.56, Synergy_Bliss=-2.78, Synergy_Loewe=-10.1, Synergy_HSA=-6.96. (3) Drug 1: C1CC(=O)NC(=O)C1N2CC3=C(C2=O)C=CC=C3N. Drug 2: CC1=CC2C(CCC3(C2CCC3(C(=O)C)OC(=O)C)C)C4(C1=CC(=O)CC4)C. Cell line: RXF 393. Synergy scores: CSS=-3.82, Synergy_ZIP=0.837, Synergy_Bliss=-1.94, Synergy_Loewe=-6.34, Synergy_HSA=-6.12. (4) Drug 1: CC1=C(C=C(C=C1)C(=O)NC2=CC(=CC(=C2)C(F)(F)F)N3C=C(N=C3)C)NC4=NC=CC(=N4)C5=CN=CC=C5. Drug 2: CS(=O)(=O)OCCCCOS(=O)(=O)C. Cell line: COLO 205. Synergy scores: CSS=27.3, Synergy_ZIP=-7.23, Synergy_Bliss=-1.63, Synergy_Loewe=2.75, Synergy_HSA=1.12.